Dataset: Forward reaction prediction with 1.9M reactions from USPTO patents (1976-2016). Task: Predict the product of the given reaction. (1) Given the reactants [CH3:1][O:2][CH:3]1[CH2:8][CH2:7][N:6]([C:9]2[CH:18]=[CH:17][CH:16]=[C:15]3[C:10]=2[CH:11]=[CH:12][N:13]=[CH:14]3)[CH2:5][CH2:4]1, predict the reaction product. The product is: [CH3:1][O:2][CH:3]1[CH2:4][CH2:5][N:6]([C:9]2[CH:18]=[CH:17][CH:16]=[C:15]3[C:10]=2[CH2:11][CH2:12][NH:13][CH2:14]3)[CH2:7][CH2:8]1. (2) Given the reactants Cl[S:2][C:3]1[CH:11]=[C:10]([O:12][CH3:13])[C:9]([O:14][CH3:15])=[CH:8][C:4]=1[C:5](Cl)=[O:6].Cl.[CH3:17][NH2:18].C(OCC)(=O)C, predict the reaction product. The product is: [CH3:15][O:14][C:9]1[C:10]([O:12][CH3:13])=[CH:11][C:3]2[S:2][N:18]([CH3:17])[C:5](=[O:6])[C:4]=2[CH:8]=1.